From a dataset of Full USPTO retrosynthesis dataset with 1.9M reactions from patents (1976-2016). Predict the reactants needed to synthesize the given product. (1) Given the product [Br:1][C:2]1[CH:3]=[C:4]2[C:9](=[C:10]([CH:12]3[CH2:20][CH2:13]3)[CH:11]=1)[O:8][C:7]([CH3:15])([CH3:14])[CH2:6][C:5]2([CH3:17])[CH3:16], predict the reactants needed to synthesize it. The reactants are: [Br:1][C:2]1[CH:3]=[C:4]2[C:9](=[C:10]([CH:12]=[CH2:13])[CH:11]=1)[O:8][C:7]([CH3:15])([CH3:14])[CH2:6][C:5]2([CH3:17])[CH3:16].[N+](=[CH2:20])=[N-].C(OCC)(=O)C. (2) Given the product [CH:1]([C:4]1[N:8]([C:9]2[N:10]=[C:11]([N:31]3[CH2:36][CH2:35][O:34][CH2:33][CH2:32]3)[C:12]3[N:18]=[C:17]([CH2:19][CH:20]4[CH2:21][N:22]([C:24]([O:26][C:27]([CH3:30])([CH3:29])[CH3:28])=[O:25])[CH2:23]4)[CH:16]=[CH:15][C:13]=3[N:14]=2)[C:7]2[CH:37]=[CH:38][CH:39]=[CH:40][C:6]=2[N:5]=1)([CH3:3])[CH3:2], predict the reactants needed to synthesize it. The reactants are: [CH:1]([C:4]1[N:8]([C:9]2[N:10]=[C:11]([N:31]3[CH2:36][CH2:35][O:34][CH2:33][CH2:32]3)[C:12]3[N:18]=[C:17]([CH:19]=[C:20]4[CH2:23][N:22]([C:24]([O:26][C:27]([CH3:30])([CH3:29])[CH3:28])=[O:25])[CH2:21]4)[CH:16]=[CH:15][C:13]=3[N:14]=2)[C:7]2[CH:37]=[CH:38][CH:39]=[CH:40][C:6]=2[N:5]=1)([CH3:3])[CH3:2]. (3) Given the product [ClH:1].[F:2][CH2:3][CH2:4][O:5][C:6]1[C:11]2[CH2:12][O:13][C@:14]3([CH3:26])[C@H:18]([C:10]=2[CH:9]=[CH:8][CH:7]=1)[CH2:17][NH:16][CH2:15]3, predict the reactants needed to synthesize it. The reactants are: [ClH:1].[F:2][CH2:3][CH2:4][O:5][C:6]1[C:11]2[CH2:12][O:13][C@:14]3([CH3:26])[C@H:18]([C:10]=2[CH:9]=[CH:8][CH:7]=1)[CH2:17][N:16](C(OC(C)(C)C)=O)[CH2:15]3.CO. (4) Given the product [CH3:8][O:9][C:10]([C@@H:12]1[CH2:16][C@H:15]([NH2:17])[CH2:14][N:13]1[CH2:35][CH2:36][C:31]([CH3:2])([CH3:32])[CH3:30])=[O:11], predict the reactants needed to synthesize it. The reactants are: F[C:2](F)(F)C(O)=O.[CH3:8][O:9][C:10]([C@@H:12]1[CH2:16][C@H:15]([N:17]=[N+]=[N-])[CH2:14][NH:13]1)=[O:11].COC([C@@H]1C[C@H](N)CN1[CH2:30][CH:31]1[CH2:36][CH2:35]CC[CH2:32]1)=O. (5) Given the product [C:15]1([C:2]2[CH:3]=[CH:4][C:5]3[C:14](=[C:13]4[C:8](=[CH:7][CH:6]=3)[CH:9]=[CH:10][CH:11]=[N:12]4)[N:1]=2)[CH:20]=[CH:19][CH:18]=[CH:17][CH:16]=1, predict the reactants needed to synthesize it. The reactants are: [N:1]1[C:14]2[C:5](=[CH:6][CH:7]=[C:8]3[C:13]=2[N:12]=[CH:11][CH:10]=[CH:9]3)[CH:4]=[CH:3][CH:2]=1.[C:15]1([Li])[CH:20]=[CH:19][CH:18]=[CH:17][CH:16]=1.